From a dataset of Buchwald-Hartwig C-N cross coupling reaction yields with 55,370 reactions. Predict the reaction yield, written as a fraction of the theoretical maximum amount of product (1.0 means a 100% yield; for example, 0.34 means a 34% yield). (1) The reactants are COc1ccc(I)cc1.Cc1ccc(N)cc1.O=S(=O)(O[Pd]1c2ccccc2-c2ccccc2N~1)C(F)(F)F.CC(C)c1cc(C(C)C)c(-c2ccccc2P(C2CCCCC2)C2CCCCC2)c(C(C)C)c1.CN1CCCN2CCCN=C12.c1ccc(CN(Cc2ccccc2)c2ccon2)cc1. No catalyst specified. The product is COc1ccc(Nc2ccc(C)cc2)cc1. The yield is 0.501. (2) The reactants are COc1ccc(I)cc1.Cc1ccc(N)cc1.O=S(=O)(O[Pd]1c2ccccc2-c2ccccc2N~1)C(F)(F)F.COc1ccc(OC)c(P(C(C)(C)C)C(C)(C)C)c1-c1c(C(C)C)cc(C(C)C)cc1C(C)C.CN1CCCN2CCCN=C12.Cc1cc(C)on1. No catalyst specified. The product is COc1ccc(Nc2ccc(C)cc2)cc1. The yield is 0.496. (3) The reactants are COc1ccc(Br)cc1.Cc1ccc(N)cc1.O=S(=O)(O[Pd]1c2ccccc2-c2ccccc2N~1)C(F)(F)F.COc1ccc(OC)c(P(C(C)(C)C)C(C)(C)C)c1-c1c(C(C)C)cc(C(C)C)cc1C(C)C.CN(C)C(=NC(C)(C)C)N(C)C.Cc1ccno1. No catalyst specified. The product is COc1ccc(Nc2ccc(C)cc2)cc1. The yield is 0.197. (4) The reactants are Brc1cccnc1.Cc1ccc(N)cc1.O=S(=O)(O[Pd]1c2ccccc2-c2ccccc2N~1)C(F)(F)F.CC(C)c1cc(C(C)C)c(-c2ccccc2P(C(C)(C)C)C(C)(C)C)c(C(C)C)c1.CN(C)C(=NC(C)(C)C)N(C)C.c1ccc(-c2cnoc2)cc1. No catalyst specified. The product is Cc1ccc(Nc2cccnc2)cc1. The yield is 0.780.